Dataset: Catalyst prediction with 721,799 reactions and 888 catalyst types from USPTO. Task: Predict which catalyst facilitates the given reaction. (1) Reactant: [N:1]1([CH2:6][CH2:7][N:8]2[CH:16]=[C:15]3[C:10]([CH:11]=[CH:12][C:13]([NH2:17])=[CH:14]3)=[N:9]2)[CH2:5][CH2:4][CH2:3][CH2:2]1.[CH2:18]([O:25][C:26]1[CH:31]=[CH:30][C:29]([CH2:32][C:33]([OH:35])=O)=[CH:28][CH:27]=1)[C:19]1[CH:24]=[CH:23][CH:22]=[CH:21]C=1.Cl.C(N=C=NC(C)(C)CC)C.ON1C2C=CC=CC=2N=N1.CN1CCOCC1. Product: [O:25]([C:26]1[CH:27]=[CH:28][C:29]([CH2:32][C:33]([NH:17][C:13]2[CH:12]=[CH:11][C:10]3[C:15](=[CH:16][N:8]([CH2:7][CH2:6][N:1]4[CH2:2][CH2:3][CH2:4][CH2:5]4)[N:9]=3)[CH:14]=2)=[O:35])=[CH:30][CH:31]=1)[C:18]1[CH:19]=[CH:24][CH:23]=[CH:22][CH:21]=1. The catalyst class is: 9. (2) Reactant: [CH3:1][CH:2]1[CH2:7][CH:6]([N:8]2[CH2:12][CH2:11][O:10][C:9]2=[O:13])[CH2:5][CH2:4][N:3]1C(OC(C)(C)C)=O. Product: [CH3:1][CH:2]1[CH2:7][CH:6]([N:8]2[CH2:12][CH2:11][O:10][C:9]2=[O:13])[CH2:5][CH2:4][NH:3]1. The catalyst class is: 89.